Dataset: Forward reaction prediction with 1.9M reactions from USPTO patents (1976-2016). Task: Predict the product of the given reaction. (1) Given the reactants CS(O[CH:6]1[CH2:9][N:8]([C@@:10]23[CH2:18][C:17]([F:20])([F:19])[C@@H:16]([CH3:21])[C@H:15](/[CH:22]=[CH:23]/[C:24]4[CH:29]=[CH:28][C:27]([Br:30])=[CH:26][N:25]=4)[C@@H:14]2[C@@H:13]([CH3:31])[O:12][C:11]3=[O:32])[CH2:7]1)(=O)=O.[C:33]([Na])#[N:34].CCOC(C)=O, predict the reaction product. The product is: [Br:30][C:27]1[CH:28]=[CH:29][C:24](/[CH:23]=[CH:22]/[C@@H:15]2[C@H:14]3[C@:10]([N:8]4[CH2:7][CH:6]([C:33]#[N:34])[CH2:9]4)([C:11](=[O:32])[O:12][C@@H:13]3[CH3:31])[CH2:18][C:17]([F:19])([F:20])[C@H:16]2[CH3:21])=[N:25][CH:26]=1. (2) Given the reactants [Li+].[Cl-].[Si:3]([O:10][CH:11](P(OC)(OC)=O)[C:12]([O:14][CH3:15])=[O:13])([C:6]([CH3:9])([CH3:8])[CH3:7])([CH3:5])[CH3:4].C1CCN2C(=NCCC2)CC1.O=[CH:34][CH2:35][CH2:36][CH2:37][CH2:38][CH2:39][NH:40][C:41](=[O:47])[O:42][C:43]([CH3:46])([CH3:45])[CH3:44], predict the reaction product. The product is: [C:43]([O:42][C:41]([NH:40][CH2:39][CH2:38][CH2:37][CH2:36][CH2:35]/[CH:34]=[C:11](\[O:10][Si:3]([C:6]([CH3:7])([CH3:8])[CH3:9])([CH3:4])[CH3:5])/[C:12]([O:14][CH3:15])=[O:13])=[O:47])([CH3:46])([CH3:45])[CH3:44]. (3) Given the reactants [CH2:1]1[C@@H:5]2[CH2:6][NH:7][CH2:8][C@@H:4]2[CH2:3][N:2]1[C:9]([O:11][C:12]([CH3:15])([CH3:14])[CH3:13])=[O:10].CC([O-])(C)C.[Na+].Br[C:23]1[CH:28]=[CH:27][CH:26]=[CH:25][C:24]=1[C:29]([F:32])([F:31])[F:30], predict the reaction product. The product is: [F:30][C:29]([F:32])([F:31])[C:24]1[CH:25]=[CH:26][CH:27]=[CH:28][C:23]=1[N:7]1[CH2:6][C@@H:5]2[CH2:1][N:2]([C:9]([O:11][C:12]([CH3:15])([CH3:14])[CH3:13])=[O:10])[CH2:3][C@@H:4]2[CH2:8]1. (4) Given the reactants [CH2:1]([O:8][C@@H:9]1[C@@H:15]([O:16][CH2:17][C:18]2[CH:23]=[CH:22][CH:21]=[CH:20][CH:19]=2)[C@H:14]([O:24][CH2:25][C:26]2[CH:31]=[CH:30][CH:29]=[CH:28][CH:27]=2)[C@@H:13]([CH2:32][O:33][CH2:34][C:35]2[CH:40]=[CH:39][CH:38]=[CH:37][CH:36]=2)[O:12][CH:10]1[OH:11])[C:2]1[CH:7]=[CH:6][CH:5]=[CH:4][CH:3]=1.C1CCN2C(=NCCC2)CC1.C([O:56][C:57]([CH2:59]CCCCOS(C1C=CC(C)=CC=1)(=O)=O)=[O:58])(C)(C)C.COC(C)(C)C, predict the reaction product. The product is: [CH2:1]([O:8][C@@H:9]1[C@@H:15]([O:16][CH2:17][C:18]2[CH:23]=[CH:22][CH:21]=[CH:20][CH:19]=2)[C@H:14]([O:24][CH2:25][C:26]2[CH:27]=[CH:28][CH:29]=[CH:30][CH:31]=2)[C@@H:13]([CH2:32][O:33][CH2:34][C:35]2[CH:36]=[CH:37][CH:38]=[CH:39][CH:40]=2)[O:12][CH:10]1[O:11][CH2:59][C:57]([OH:58])=[O:56])[C:2]1[CH:3]=[CH:4][CH:5]=[CH:6][CH:7]=1. (5) Given the reactants [NH2:1][C:2]1[C:7]([C:8]([NH:10][CH2:11][CH2:12][C:13]2[CH:18]=[CH:17][CH:16]=[CH:15][CH:14]=2)=[O:9])=[C:6]([C:19]([F:22])([F:21])[F:20])[N:5]=[CH:4][CH:3]=1.[CH3:23][C:24]1[N:25]([C:30]2[S:34][CH:33]=[N:32][C:31]=2[CH:35]=O)[C:26]([CH3:29])=[CH:27][CH:28]=1.CC1C=CC(S(O)(=O)=O)=CC=1, predict the reaction product. The product is: [CH3:23][C:24]1[N:25]([C:30]2[S:34][CH:33]=[N:32][C:31]=2[C:35]2[N:10]([CH2:11][CH2:12][C:13]3[CH:18]=[CH:17][CH:16]=[CH:15][CH:14]=3)[C:8](=[O:9])[C:7]3[C:6]([C:19]([F:22])([F:20])[F:21])=[N:5][CH:4]=[CH:3][C:2]=3[N:1]=2)[C:26]([CH3:29])=[CH:27][CH:28]=1. (6) Given the reactants Br.[Br:2][C:3]1[CH:4]=[CH:5][C:6]2[N:7]([CH2:10][C:11]([C:14]([F:20])([F:19])[C:15]([F:18])([F:17])[F:16])(O)[N:12]=2)[C:8]=1[CH3:9], predict the reaction product. The product is: [Br:2][C:3]1[CH:4]=[CH:5][C:6]2[N:7]([CH:10]=[C:11]([C:14]([F:19])([F:20])[C:15]([F:18])([F:17])[F:16])[N:12]=2)[C:8]=1[CH3:9]. (7) Given the reactants Cl[C:2]1[C:11]2[C:6](=[CH:7][C:8]([O:14][CH2:15][CH:16]3[CH2:21][CH2:20][N:19]([CH3:22])[CH2:18][CH2:17]3)=[C:9]([O:12][CH3:13])[CH:10]=2)[N:5]=[CH:4][N:3]=1.[C:23]([C:25]1[CH:26]=[N:27][C:28]2[C:33]([CH:34]=1)=[CH:32][CH:31]=[C:30]([OH:35])[CH:29]=2)#[N:24].C(=O)([O-])[O-].[K+].[K+], predict the reaction product. The product is: [C:23]([C:25]1[CH:26]=[N:27][C:28]2[C:33]([CH:34]=1)=[CH:32][CH:31]=[C:30]([O:35][C:2]1[C:11]3[C:6](=[CH:7][C:8]([O:14][CH2:15][CH:16]4[CH2:21][CH2:20][N:19]([CH3:22])[CH2:18][CH2:17]4)=[C:9]([O:12][CH3:13])[CH:10]=3)[N:5]=[CH:4][N:3]=1)[CH:29]=2)#[N:24].